From a dataset of Forward reaction prediction with 1.9M reactions from USPTO patents (1976-2016). Predict the product of the given reaction. (1) The product is: [CH3:26][O:27][C:28](=[O:41])[CH2:29][CH2:30][NH:31][C:32](=[O:40])[C:33]1[CH:38]=[CH:37][C:36]([O:9][CH:8]([C:10]2[CH:15]=[CH:14][C:13]([C:16]3[CH:21]=[CH:20][C:19]([C:22]([F:23])([F:24])[F:25])=[CH:18][CH:17]=3)=[CH:12][CH:11]=2)[CH2:7][CH:1]2[CH2:6][CH2:5][CH2:4][CH2:3][CH2:2]2)=[CH:35][CH:34]=1. Given the reactants [CH:1]1([CH2:7][CH:8]([C:10]2[CH:15]=[CH:14][C:13]([C:16]3[CH:21]=[CH:20][C:19]([C:22]([F:25])([F:24])[F:23])=[CH:18][CH:17]=3)=[CH:12][CH:11]=2)[OH:9])[CH2:6][CH2:5][CH2:4][CH2:3][CH2:2]1.[CH3:26][O:27][C:28](=[O:41])[CH2:29][CH2:30][NH:31][C:32](=[O:40])[C:33]1[CH:38]=[CH:37][C:36](O)=[CH:35][CH:34]=1.C1(P(C2C=CC=CC=2)C2C=CC=CC=2)C=CC=CC=1.N(C(N1CCCCC1)=O)=NC(N1CCCCC1)=O, predict the reaction product. (2) Given the reactants [CH3:1][S:2]([C:5]1[CH:10]=[CH:9][C:8]([N:11]2[CH:16]=[CH:15][C:14]([O:17][C@@H:18]3[CH2:23][CH2:22][C@H:21]([C:24]([O:26][CH2:27][CH3:28])=[O:25])[CH2:20][CH2:19]3)=[CH:13][C:12]2=[O:29])=[CH:7][CH:6]=1)(=[O:4])=[O:3].[CH3:30]S(C1C=CC(N2C=CC(O[C@H]3CC[C@H](C(OCC)=O)CC3)=CC2=O)=CC=1)(=O)=O, predict the reaction product. The product is: [CH3:1][S:2]([C:5]1[CH:10]=[CH:9][C:8]([N:11]2[CH:16]=[CH:15][C:14]([O:17][C@@H:18]3[CH2:19][CH2:20][C@H:21]([C:24]([O:26][CH:27]([CH3:30])[CH3:28])=[O:25])[CH2:22][CH2:23]3)=[CH:13][C:12]2=[O:29])=[CH:7][CH:6]=1)(=[O:4])=[O:3]. (3) Given the reactants [H-].[Na+].[N:3]1[CH:8]=[CH:7][CH:6]=[C:5]([OH:9])[CH:4]=1.Cl[C:11]1[C:12]2[CH:26]=[C:25]([CH2:27][CH3:28])[NH:24][C:13]=2[N:14]=[C:15]([CH2:17][C:18]2[CH:19]=[N:20][CH:21]=[CH:22][CH:23]=2)[N:16]=1, predict the reaction product. The product is: [CH2:27]([C:25]1[NH:24][C:13]2[N:14]=[C:15]([CH2:17][C:18]3[CH:19]=[N:20][CH:21]=[CH:22][CH:23]=3)[N:16]=[C:11]([O:9][C:5]3[CH:4]=[N:3][CH:8]=[CH:7][CH:6]=3)[C:12]=2[CH:26]=1)[CH3:28]. (4) The product is: [CH3:1][S:2]([O:32][CH2:31][CH2:30][CH2:29][CH2:28][CH2:27][O:26][CH2:25][CH2:24][CH2:23][O:22][CH2:16][CH2:17][CH2:18][CH2:19][CH2:20][CH3:21])(=[O:4])=[O:3]. Given the reactants [CH3:1][S:2](OCCCOCCCCCC)(=[O:4])=[O:3].[CH2:16]([O:22][CH2:23][CH2:24][CH2:25][O:26][CH2:27][CH2:28][CH2:29][CH2:30][CH2:31][OH:32])[CH2:17][CH2:18][CH2:19][CH2:20][CH3:21].CS(Cl)(=O)=O.C(Cl)Cl, predict the reaction product. (5) The product is: [CH2:32]([Cl:35])[Cl:36].[CH3:15][OH:16].[NH4+:2].[OH-:31].[CH3:21][N:2]([CH3:1])[C@H:3]1[CH2:4][CH2:5][C@H:6]([N:9]([CH2:19][CH3:20])[C:10]2[S:14][CH:13]=[C:12]([C:15]([NH:37][CH2:38][C:39]3[C:40](=[O:49])[NH:41][C:42]([CH3:48])=[CH:43][C:44]=3[CH2:45][CH2:46][CH3:47])=[O:17])[C:11]=2[CH3:18])[CH2:7][CH2:8]1. Given the reactants [CH3:1][N:2]([CH3:21])[C@H:3]1[CH2:8][CH2:7][C@H:6]([N:9]([CH2:19][CH3:20])[C:10]2[S:14][CH:13]=[C:12]([C:15]([OH:17])=[O:16])[C:11]=2[CH3:18])[CH2:5][CH2:4]1.C1C=NC2N([OH:31])N=NC=2C=1.[CH2:32]([Cl:35])CCl.[ClH:36].[NH2:37][CH2:38][C:39]1[C:40](=[O:49])[NH:41][C:42]([CH3:48])=[CH:43][C:44]=1[CH2:45][CH2:46][CH3:47].CN1CCOCC1, predict the reaction product. (6) Given the reactants [CH3:1][O:2][C:3]1[C:4](=[O:23])[C:5]([C:19]([O:21]C)=[O:20])=[N:6][N:7]([C:9]2[CH:14]=[CH:13][CH:12]=[C:11]([C:15]([F:18])([F:17])[F:16])[CH:10]=2)[CH:8]=1.[OH-].[Na+].Cl, predict the reaction product. The product is: [CH3:1][O:2][C:3]1[C:4](=[O:23])[C:5]([C:19]([OH:21])=[O:20])=[N:6][N:7]([C:9]2[CH:14]=[CH:13][CH:12]=[C:11]([C:15]([F:18])([F:16])[F:17])[CH:10]=2)[CH:8]=1. (7) The product is: [Cl:9][C:4]1[CH:5]=[C:6]([NH2:8])[CH:7]=[C:2]([N:10]2[CH2:15][CH2:14][O:13][CH2:12][CH2:11]2)[N:3]=1. Given the reactants Cl[C:2]1[CH:7]=[C:6]([NH2:8])[CH:5]=[C:4]([Cl:9])[N:3]=1.[NH:10]1[CH2:15][CH2:14][O:13][CH2:12][CH2:11]1.O1CCOCC1, predict the reaction product. (8) The product is: [Br:29][C:13]1[CH:18]=[CH:17][N:16]2[N:19]=[CH:20][C:21]([C:22]([O:24][CH2:25][CH3:26])=[O:23])=[C:15]2[CH:14]=1. Given the reactants N([O-])=O.[Na+].FC(F)(F)C([O-])=O.N[C:13]1[CH:18]=[CH:17][N:16]2[N:19]=[CH:20][C:21]([C:22]([O:24][CH2:25][CH3:26])=[O:23])=[C:15]2[CH:14]=1.[OH-].[Na+].[BrH:29], predict the reaction product. (9) Given the reactants [H-].[Na+].[C:3]([O:7][C:8]([N:10]([C:28]([O:30][C:31]([CH3:34])([CH3:33])[CH3:32])=[O:29])[CH:11]1[CH:16]([OH:17])[CH2:15][CH2:14][N:13]([C:18]([O:20][CH2:21][C:22]2[CH:27]=[CH:26][CH:25]=[CH:24][CH:23]=2)=[O:19])[CH2:12]1)=[O:9])([CH3:6])([CH3:5])[CH3:4].[CH3:35]I, predict the reaction product. The product is: [C:31]([O:30][C:28]([N:10]([C:8]([O:7][C:3]([CH3:6])([CH3:5])[CH3:4])=[O:9])[C@H:11]1[C@H:16]([O:17][CH3:35])[CH2:15][CH2:14][N:13]([C:18]([O:20][CH2:21][C:22]2[CH:23]=[CH:24][CH:25]=[CH:26][CH:27]=2)=[O:19])[CH2:12]1)=[O:29])([CH3:34])([CH3:33])[CH3:32].